From a dataset of Peptide-MHC class I binding affinity with 185,985 pairs from IEDB/IMGT. Regression. Given a peptide amino acid sequence and an MHC pseudo amino acid sequence, predict their binding affinity value. This is MHC class I binding data. (1) The peptide sequence is HTEFQTVSF. The MHC is HLA-C04:01 with pseudo-sequence HLA-C04:01. The binding affinity (normalized) is 0.0847. (2) The peptide sequence is NMDWRSLTQV. The MHC is HLA-A02:03 with pseudo-sequence HLA-A02:03. The binding affinity (normalized) is 0.736. (3) The peptide sequence is IEVALRTLL. The MHC is HLA-B45:01 with pseudo-sequence HLA-B45:01. The binding affinity (normalized) is 0.0924. (4) The peptide sequence is EAVEDSRFWE. The MHC is HLA-B58:01 with pseudo-sequence HLA-B58:01. The binding affinity (normalized) is 0.312. (5) The peptide sequence is TRQQTSFPF. The MHC is HLA-A24:03 with pseudo-sequence HLA-A24:03. The binding affinity (normalized) is 0.213. (6) The peptide sequence is LQAGFFLLTR. The MHC is Patr-A0401 with pseudo-sequence Patr-A0401. The binding affinity (normalized) is 0.545. (7) The peptide sequence is GDDTYLFGV. The MHC is H-2-Kb with pseudo-sequence H-2-Kb. The binding affinity (normalized) is 0.205.